From a dataset of Forward reaction prediction with 1.9M reactions from USPTO patents (1976-2016). Predict the product of the given reaction. Given the reactants C(O)(=O)/C=C/C(O)=O.[S:9]1[CH:13]=[CH:12][C:11]2[CH:14]=[C:15]([CH:18]3[C:27]4[C:22](=[CH:23][C:24]([C:28]5[N:33]=[N:32][C:31]([N:34]([CH3:36])[CH3:35])=[CH:30][CH:29]=5)=[CH:25][CH:26]=4)[CH2:21][N:20]([CH3:37])[CH2:19]3)[CH:16]=[CH:17][C:10]1=2.N(C)C.CN(C=O)C, predict the reaction product. The product is: [S:9]1[CH:13]=[CH:12][C:11]2[CH:14]=[C:15]([CH:18]3[C:27]4[C:22](=[CH:23][C:24]([C:28]5[N:33]=[N:32][C:31]([N:34]([CH3:36])[CH3:35])=[CH:30][CH:29]=5)=[CH:25][CH:26]=4)[CH2:21][N:20]([CH3:37])[CH2:19]3)[CH:16]=[CH:17][C:10]1=2.